This data is from Forward reaction prediction with 1.9M reactions from USPTO patents (1976-2016). The task is: Predict the product of the given reaction. The product is: [CH:23]1([CH2:26][NH:1][C:2]2[CH:3]=[CH:4][C:5]([O:6][C:7]3[CH:8]=[C:9]([CH:14]=[C:15]([O:17][CH:18]([CH3:20])[CH3:19])[CH:16]=3)[C:10]([O:12][CH3:13])=[O:11])=[CH:21][CH:22]=2)[CH2:25][CH2:24]1. Given the reactants [NH2:1][C:2]1[CH:22]=[CH:21][C:5]([O:6][C:7]2[CH:8]=[C:9]([CH:14]=[C:15]([O:17][CH:18]([CH3:20])[CH3:19])[CH:16]=2)[C:10]([O:12][CH3:13])=[O:11])=[CH:4][CH:3]=1.[CH:23]1([CH:26]=O)[CH2:25][CH2:24]1.C(O[BH-](OC(=O)C)OC(=O)C)(=O)C.[Na+].C(=O)([O-])O.[Na+], predict the reaction product.